Task: Predict the reactants needed to synthesize the given product.. Dataset: Full USPTO retrosynthesis dataset with 1.9M reactions from patents (1976-2016) Given the product [CH3:1][C:2]1[CH:3]=[C:4]([CH3:25])[C:5]2[N:6]([CH:8]=[C:9]([CH2:11][C@@H:12]3[CH2:17][CH2:16][CH2:15][CH2:14][NH:13]3)[N:10]=2)[CH:7]=1, predict the reactants needed to synthesize it. The reactants are: [CH3:1][C:2]1[CH:3]=[C:4]([CH3:25])[C:5]2[N:6]([CH:8]=[C:9]([CH2:11][C@@H:12]3[CH2:17][CH2:16][CH2:15][CH2:14][N:13]3C(OC(C)(C)C)=O)[N:10]=2)[CH:7]=1.